Dataset: Forward reaction prediction with 1.9M reactions from USPTO patents (1976-2016). Task: Predict the product of the given reaction. (1) Given the reactants CN(C=O)C.[C:6]([O:14][C:15]1[C:23]([O:24][CH3:25])=[CH:22][C:18]([C:19]([OH:21])=O)=[C:17]([N+:26]([O-:28])=[O:27])[CH:16]=1)(=O)[C:7]1[CH:12]=[CH:11][CH:10]=[CH:9][CH:8]=1.S(Cl)(Cl)=O.[N:33]1[C:42]2[C:37](=[CH:38][CH:39]=[CH:40][CH:41]=2)[C:36]([N:43]2[CH2:48][CH2:47][NH:46][CH2:45][CH2:44]2)=[N:35][CH:34]=1, predict the reaction product. The product is: [CH2:6]([O:14][C:15]1[C:23]([O:24][CH3:25])=[CH:22][C:18]([C:19]([N:46]2[CH2:47][CH2:48][N:43]([C:36]3[C:37]4[C:42](=[CH:41][CH:40]=[CH:39][CH:38]=4)[N:33]=[CH:34][N:35]=3)[CH2:44][CH2:45]2)=[O:21])=[C:17]([N+:26]([O-:28])=[O:27])[CH:16]=1)[C:7]1[CH:8]=[CH:9][CH:10]=[CH:11][CH:12]=1. (2) Given the reactants [F:1][C:2]1[CH:22]=[CH:21][C:20]([CH2:23][C:24]2[C:33]3[C:28](=[CH:29][CH:30]=[CH:31][CH:32]=3)[C:27](=[O:34])[NH:26][N:25]=2)=[CH:19][C:3]=1[C:4]([N:6]1[CH2:11][CH2:10][N:9](C(OC(C)(C)C)=O)[CH2:8][CH2:7]1)=[O:5].[C:35]([OH:41])([C:37]([F:40])([F:39])[F:38])=[O:36], predict the reaction product. The product is: [OH:41][C:35]([C:37]([F:40])([F:39])[F:38])=[O:36].[F:1][C:2]1[CH:22]=[CH:21][C:20]([CH2:23][C:24]2[C:33]3[C:28](=[CH:29][CH:30]=[CH:31][CH:32]=3)[C:27](=[O:34])[NH:26][N:25]=2)=[CH:19][C:3]=1[C:4]([N:6]1[CH2:11][CH2:10][NH:9][CH2:8][CH2:7]1)=[O:5].